Dataset: Peptide-MHC class I binding affinity with 185,985 pairs from IEDB/IMGT. Task: Regression. Given a peptide amino acid sequence and an MHC pseudo amino acid sequence, predict their binding affinity value. This is MHC class I binding data. (1) The peptide sequence is LARFPCNVI. The binding affinity (normalized) is 0.0847. The MHC is HLA-B15:01 with pseudo-sequence HLA-B15:01. (2) The peptide sequence is IVLFQRFLR. The MHC is HLA-A02:02 with pseudo-sequence HLA-A02:02. The binding affinity (normalized) is 0. (3) The peptide sequence is LPLIVDTAA. The MHC is HLA-B40:01 with pseudo-sequence HLA-B40:01. The binding affinity (normalized) is 0.0847. (4) The peptide sequence is FYVFDEPLLF. The MHC is Mamu-B17 with pseudo-sequence Mamu-B17. The binding affinity (normalized) is 0.0370. (5) The binding affinity (normalized) is 1.00. The peptide sequence is TQMKSLVTK. The MHC is HLA-A11:01 with pseudo-sequence HLA-A11:01.